This data is from NCI-60 drug combinations with 297,098 pairs across 59 cell lines. The task is: Regression. Given two drug SMILES strings and cell line genomic features, predict the synergy score measuring deviation from expected non-interaction effect. (1) Drug 1: C1=NC(=NC(=O)N1C2C(C(C(O2)CO)O)O)N. Drug 2: C1CN1C2=NC(=NC(=N2)N3CC3)N4CC4. Cell line: HS 578T. Synergy scores: CSS=13.9, Synergy_ZIP=-3.27, Synergy_Bliss=1.23, Synergy_Loewe=1.62, Synergy_HSA=4.03. (2) Drug 1: CN(CCCl)CCCl.Cl. Drug 2: C(CCl)NC(=O)N(CCCl)N=O. Cell line: TK-10. Synergy scores: CSS=17.7, Synergy_ZIP=-9.02, Synergy_Bliss=-1.02, Synergy_Loewe=0.523, Synergy_HSA=1.30. (3) Drug 1: CN1CCC(CC1)COC2=C(C=C3C(=C2)N=CN=C3NC4=C(C=C(C=C4)Br)F)OC. Drug 2: CC1=CC=C(C=C1)C2=CC(=NN2C3=CC=C(C=C3)S(=O)(=O)N)C(F)(F)F. Cell line: HCT-15. Synergy scores: CSS=17.6, Synergy_ZIP=-2.07, Synergy_Bliss=-0.793, Synergy_Loewe=-5.46, Synergy_HSA=0.0674. (4) Drug 1: CCC1(CC2CC(C3=C(CCN(C2)C1)C4=CC=CC=C4N3)(C5=C(C=C6C(=C5)C78CCN9C7C(C=CC9)(C(C(C8N6C)(C(=O)OC)O)OC(=O)C)CC)OC)C(=O)OC)O.OS(=O)(=O)O. Drug 2: C#CCC(CC1=CN=C2C(=N1)C(=NC(=N2)N)N)C3=CC=C(C=C3)C(=O)NC(CCC(=O)O)C(=O)O. Cell line: A549. Synergy scores: CSS=-0.898, Synergy_ZIP=0.0295, Synergy_Bliss=-1.47, Synergy_Loewe=-0.410, Synergy_HSA=-1.69. (5) Drug 1: C1C(C(OC1N2C=NC(=NC2=O)N)CO)O. Drug 2: CC1C(C(CC(O1)OC2CC(CC3=C2C(=C4C(=C3O)C(=O)C5=C(C4=O)C(=CC=C5)OC)O)(C(=O)CO)O)N)O.Cl. Cell line: OVCAR-4. Synergy scores: CSS=35.1, Synergy_ZIP=-3.79, Synergy_Bliss=-11.3, Synergy_Loewe=-6.05, Synergy_HSA=-5.94. (6) Drug 2: C1CCC(C(C1)N)N.C(=O)(C(=O)[O-])[O-].[Pt+4]. Cell line: PC-3. Drug 1: CC1=CC=C(C=C1)C2=CC(=NN2C3=CC=C(C=C3)S(=O)(=O)N)C(F)(F)F. Synergy scores: CSS=17.3, Synergy_ZIP=1.66, Synergy_Bliss=2.49, Synergy_Loewe=0.533, Synergy_HSA=0.726. (7) Drug 1: CN(C)N=NC1=C(NC=N1)C(=O)N. Cell line: SF-268. Synergy scores: CSS=-4.04, Synergy_ZIP=2.74, Synergy_Bliss=3.90, Synergy_Loewe=-5.43, Synergy_HSA=-2.18. Drug 2: C1C(C(OC1N2C=NC3=C(N=C(N=C32)Cl)N)CO)O. (8) Drug 1: C1CCN(CC1)CCOC2=CC=C(C=C2)C(=O)C3=C(SC4=C3C=CC(=C4)O)C5=CC=C(C=C5)O. Drug 2: CCN(CC)CCCC(C)NC1=C2C=C(C=CC2=NC3=C1C=CC(=C3)Cl)OC. Cell line: NCI-H522. Synergy scores: CSS=12.1, Synergy_ZIP=-3.06, Synergy_Bliss=0.650, Synergy_Loewe=-10.7, Synergy_HSA=-1.72.